From a dataset of NCI-60 drug combinations with 297,098 pairs across 59 cell lines. Regression. Given two drug SMILES strings and cell line genomic features, predict the synergy score measuring deviation from expected non-interaction effect. (1) Drug 1: C1CC(=O)NC(=O)C1N2CC3=C(C2=O)C=CC=C3N. Drug 2: C(CN)CNCCSP(=O)(O)O. Cell line: SK-MEL-2. Synergy scores: CSS=7.09, Synergy_ZIP=0.699, Synergy_Bliss=3.53, Synergy_Loewe=3.01, Synergy_HSA=2.61. (2) Drug 1: CC1C(C(CC(O1)OC2CC(CC3=C2C(=C4C(=C3O)C(=O)C5=C(C4=O)C(=CC=C5)OC)O)(C(=O)CO)O)N)O. Drug 2: CCC1=C2N=C(C=C(N2N=C1)NCC3=C[N+](=CC=C3)[O-])N4CCCCC4CCO. Cell line: HT29. Synergy scores: CSS=74.2, Synergy_ZIP=2.01, Synergy_Bliss=1.31, Synergy_Loewe=-0.209, Synergy_HSA=4.82. (3) Drug 1: CC1=C(N=C(N=C1N)C(CC(=O)N)NCC(C(=O)N)N)C(=O)NC(C(C2=CN=CN2)OC3C(C(C(C(O3)CO)O)O)OC4C(C(C(C(O4)CO)O)OC(=O)N)O)C(=O)NC(C)C(C(C)C(=O)NC(C(C)O)C(=O)NCCC5=NC(=CS5)C6=NC(=CS6)C(=O)NCCC[S+](C)C)O. Drug 2: C1CN(P(=O)(OC1)NCCCl)CCCl. Cell line: HS 578T. Synergy scores: CSS=31.5, Synergy_ZIP=5.15, Synergy_Bliss=8.59, Synergy_Loewe=-17.5, Synergy_HSA=5.22. (4) Drug 1: CC(C)(C#N)C1=CC(=CC(=C1)CN2C=NC=N2)C(C)(C)C#N. Drug 2: CN(CCCl)CCCl.Cl. Cell line: SK-MEL-5. Synergy scores: CSS=9.18, Synergy_ZIP=-6.94, Synergy_Bliss=-0.996, Synergy_Loewe=-5.00, Synergy_HSA=-2.75. (5) Drug 1: C1=C(C(=O)NC(=O)N1)F. Drug 2: CC12CCC3C(C1CCC2OP(=O)(O)O)CCC4=C3C=CC(=C4)OC(=O)N(CCCl)CCCl.[Na+]. Cell line: HL-60(TB). Synergy scores: CSS=25.6, Synergy_ZIP=-24.7, Synergy_Bliss=-40.6, Synergy_Loewe=-49.3, Synergy_HSA=-37.3. (6) Drug 1: CCC(=C(C1=CC=CC=C1)C2=CC=C(C=C2)OCCN(C)C)C3=CC=CC=C3.C(C(=O)O)C(CC(=O)O)(C(=O)O)O. Drug 2: CS(=O)(=O)CCNCC1=CC=C(O1)C2=CC3=C(C=C2)N=CN=C3NC4=CC(=C(C=C4)OCC5=CC(=CC=C5)F)Cl. Cell line: DU-145. Synergy scores: CSS=4.71, Synergy_ZIP=-0.876, Synergy_Bliss=3.33, Synergy_Loewe=-3.13, Synergy_HSA=-0.702.